The task is: Predict the reaction yield, written as a fraction of the theoretical maximum amount of product (1.0 means a 100% yield; for example, 0.34 means a 34% yield).. This data is from Reaction yield outcomes from USPTO patents with 853,638 reactions. (1) The yield is 0.345. The reactants are [CH2:1]([N:3]1[C:7]([C:8]([OH:10])=O)=[CH:6][C:5]([CH3:11])=[N:4]1)[CH3:2].S(Cl)(Cl)=O.[NH2:16][C:17]1[CH:33]=[CH:32][C:20]([CH2:21][C:22]2[CH:23]=[C:24]3[C:28](=[CH:29][CH:30]=2)[NH:27][C:26](=[O:31])[CH2:25]3)=[CH:19][CH:18]=1. The catalyst is C1COCC1. The product is [O:31]=[C:26]1[CH2:25][C:24]2[C:28](=[CH:29][CH:30]=[C:22]([CH2:21][C:20]3[CH:19]=[CH:18][C:17]([NH:16][C:8]([C:7]4[N:3]([CH2:1][CH3:2])[N:4]=[C:5]([CH3:11])[CH:6]=4)=[O:10])=[CH:33][CH:32]=3)[CH:23]=2)[NH:27]1. (2) The reactants are [CH3:1][C:2]([C:17]1[CH:22]=[CH:21][CH:20]=[CH:19][CH:18]=1)([CH3:16])[CH2:3][CH2:4]/[CH:5]=[N:6]/[S@:7]([C:9]1[CH:14]=[CH:13][C:12]([CH3:15])=[CH:11][CH:10]=1)=[O:8].[C-:23]#[N:24].C([Al+]CC)C.C(O)(C)C.[Cl-].[NH4+]. The catalyst is O1CCCC1. The product is [C:23]([C@@H:5]([NH:6][S@:7]([C:9]1[CH:10]=[CH:11][C:12]([CH3:15])=[CH:13][CH:14]=1)=[O:8])[CH2:4][CH2:3][C:2]([CH3:1])([C:17]1[CH:22]=[CH:21][CH:20]=[CH:19][CH:18]=1)[CH3:16])#[N:24]. The yield is 0.430. (3) The reactants are [NH2:1][C:2]1[C:3]([CH3:28])=[N:4][C:5]([O:9][CH2:10][C:11]([N:13]([CH:15]2[CH2:20][CH2:19][N:18]([CH2:21][C:22]3[CH:27]=[CH:26][CH:25]=[CH:24][CH:23]=3)[CH2:17][CH2:16]2)[CH3:14])=[O:12])=[N:6][C:7]=1[CH3:8].[CH3:29][S:30]([OH:33])(=[O:32])=[O:31]. The catalyst is CO. The product is [CH3:29][S:30]([OH:33])(=[O:32])=[O:31].[NH2:1][C:2]1[C:7]([CH3:8])=[N:6][C:5]([O:9][CH2:10][C:11]([N:13]([CH:15]2[CH2:20][CH2:19][N:18]([CH2:21][C:22]3[CH:23]=[CH:24][CH:25]=[CH:26][CH:27]=3)[CH2:17][CH2:16]2)[CH2:14][CH3:29])=[O:12])=[N:4][C:3]=1[CH3:28]. The yield is 0.920. (4) The reactants are [CH:1]1([C:4]([NH:6][C:7]2[N:8]=[CH:9][C:10]3[C:15]([CH:16]=2)=[CH:14][CH:13]=[C:12]([C:17]2[C:18]([CH3:31])=[CH:19][C:20]([NH:23]C(=O)OC(C)(C)C)=[N:21][CH:22]=2)[CH:11]=3)=[O:5])[CH2:3][CH2:2]1. The catalyst is ClCCl.FC(F)(F)C(O)=O. The product is [NH2:23][C:20]1[N:21]=[CH:22][C:17]([C:12]2[CH:11]=[C:10]3[C:15]([CH:16]=[C:7]([NH:6][C:4]([CH:1]4[CH2:2][CH2:3]4)=[O:5])[N:8]=[CH:9]3)=[CH:14][CH:13]=2)=[C:18]([CH3:31])[CH:19]=1. The yield is 0.120. (5) The yield is 0.380. The product is [Br:1][C:2]1[CH:3]=[C:4]([S:8]([NH:23][CH2:21][CH2:20][CH2:19][N:15]([CH2:12][CH3:14])[CH2:16][CH3:18])(=[O:10])=[O:9])[CH:5]=[CH:6][CH:7]=1. The reactants are [Br:1][C:2]1[CH:3]=[C:4]([S:8](Cl)(=[O:10])=[O:9])[CH:5]=[CH:6][CH:7]=1.[CH:12]([N:15]([CH2:19][CH3:20])[CH:16]([CH3:18])C)([CH3:14])C.[CH2:21]([N:23](CC)CC(N)C)C. The catalyst is ClCCl. (6) The reactants are O=[C:2]1[C:7]([C:8]([O:10][CH3:11])=[O:9])=[CH:6][NH:5][CH:4]=[C:3]1[C:12]([O:14][CH3:15])=[O:13].O=P(Cl)(Cl)[Cl:18]. No catalyst specified. The product is [Cl:18][C:2]1[C:7]([C:8]([O:10][CH3:11])=[O:9])=[CH:6][N:5]=[CH:4][C:3]=1[C:12]([O:14][CH3:15])=[O:13]. The yield is 0.337. (7) The reactants are C([C@@H]1COC(=O)N1[C:14](=[O:24])[C@@H:15]([C:17]1[CH:22]=[CH:21][C:20]([Br:23])=[CH:19][CH:18]=1)[CH3:16])C1C=CC=CC=1.OO.[Li+].[OH-].[O-:29]S([O-])=O.[Na+].[Na+]. The catalyst is C1COCC1. The product is [Br:23][C:20]1[CH:19]=[CH:18][C:17]([C@@H:15]([CH3:16])[C:14]([OH:24])=[O:29])=[CH:22][CH:21]=1. The yield is 0.900. (8) The reactants are [S:1]1[CH2:6][CH2:5][C:4](=[O:7])[CH2:3][CH2:2]1.[Li+].CC([N-]C(C)C)C.C1C=CC(N([S:23]([C:26]([F:29])([F:28])[F:27])(=[O:25])=[O:24])[S:23]([C:26]([F:29])([F:28])[F:27])(=[O:25])=[O:24])=CC=1.CCOC(C)=O. The catalyst is C1COCC1. The product is [S:1]1[CH2:6][CH:5]=[C:4]([O:7][S:23]([C:26]([F:29])([F:28])[F:27])(=[O:25])=[O:24])[CH2:3][CH2:2]1. The yield is 0.380.